This data is from Catalyst prediction with 721,799 reactions and 888 catalyst types from USPTO. The task is: Predict which catalyst facilitates the given reaction. (1) Reactant: [NH:1]1[CH:5]=[C:4]([C:6](Cl)=[O:7])[CH:3]=[N:2]1.[CH2:9]([NH2:11])[CH3:10].C(N(CC)CC)C. Product: [CH2:9]([NH:11][C:6]([C:4]1[CH:3]=[N:2][NH:1][CH:5]=1)=[O:7])[CH3:10]. The catalyst class is: 2. (2) Reactant: C(OC([N:6]1[CH2:11][CH2:10][C@H:9]([C:12]2[CH:13]=[C:14]([C:18]3[CH:23]=[CH:22][CH:21]=[CH:20][CH:19]=3)[CH:15]=[CH:16][CH:17]=2)[C@@H:8]([O:24][CH2:25][C:26]2[CH:31]=[CH:30][C:29]([CH3:32])=[CH:28][C:27]=2[O:33][CH2:34][CH2:35][CH2:36][O:37][CH3:38])[CH2:7]1)=O)C.[OH-].[Na+]. Product: [C:14]1([C:18]2[CH:19]=[CH:20][CH:21]=[CH:22][CH:23]=2)[CH:15]=[CH:16][CH:17]=[C:12]([C@H:9]2[CH2:10][CH2:11][NH:6][CH2:7][C@@H:8]2[O:24][CH2:25][C:26]2[CH:31]=[CH:30][C:29]([CH3:32])=[CH:28][C:27]=2[O:33][CH2:34][CH2:35][CH2:36][O:37][CH3:38])[CH:13]=1. The catalyst class is: 8. (3) Product: [NH:14]1[C:2]2[CH2:7][CH2:6][CH:5]([C:8]([O:10][CH2:11][CH3:12])=[O:9])[CH2:4][C:3]=2[CH:19]=[N:17]1. The catalyst class is: 8. Reactant: O=[C:2]1[CH2:7][CH2:6][CH:5]([C:8]([O:10][CH2:11][CH3:12])=[O:9])[CH2:4][CH2:3]1.O.[NH2:14]N.C[N:17]([CH:19](OC)OC)C. (4) Reactant: [CH:1]1([NH2:4])[CH2:3][CH2:2]1.[O:5]=[C:6]1[C:14]2[C:9](=[CH:10][CH:11]=[CH:12][CH:13]=2)[C:8](=[O:15])[N:7]1[CH2:16][CH2:17][CH2:18][CH:19]=O.[BH-](OC(C)=O)(OC(C)=O)OC(C)=O.[Na+].[CH3:35][C:36]([O:39][C:40](O[C:40]([O:39][C:36]([CH3:38])([CH3:37])[CH3:35])=[O:41])=[O:41])([CH3:38])[CH3:37]. Product: [C:36]([O:39][C:40](=[O:41])[N:4]([CH:1]1[CH2:3][CH2:2]1)[CH2:19][CH2:18][CH2:17][CH2:16][N:7]1[C:8](=[O:15])[C:9]2[C:14](=[CH:13][CH:12]=[CH:11][CH:10]=2)[C:6]1=[O:5])([CH3:38])([CH3:37])[CH3:35]. The catalyst class is: 624. (5) Reactant: [F:1][C:2]([F:37])([F:36])[C:3]1[CH:4]=[C:5]([NH:9][C:10]([N:12]2[C:20]3[C:15](=[CH:16][C:17]([O:21][C:22]4[CH:27]=[C:26]([CH:28]([C:34]#[N:35])[O:29][Si](C)(C)C)[N:25]=[CH:24][N:23]=4)=[CH:18][CH:19]=3)[CH:14]=[CH:13]2)=[O:11])[CH:6]=[CH:7][CH:8]=1. Product: [F:36][C:2]([F:1])([F:37])[C:3]1[CH:4]=[C:5]([NH:9][C:10]([N:12]2[C:20]3[C:15](=[CH:16][C:17]([O:21][C:22]4[CH:27]=[C:26]([CH:28]([OH:29])[CH2:34][NH2:35])[N:25]=[CH:24][N:23]=4)=[CH:18][CH:19]=3)[CH:14]=[CH:13]2)=[O:11])[CH:6]=[CH:7][CH:8]=1. The catalyst class is: 92. (6) Reactant: C([O:5][C:6](=[O:31])[CH2:7][N:8]([S:20](=[O:30])(=[O:29])[NH:21]C(OC(C)(C)C)=O)[C:9]1[CH:14]=[CH:13][CH:12]=[CH:11][C:10]=1[CH2:15][C:16]([O:18][CH3:19])=[O:17])(C)(C)C. Product: [S:20]([N:8]([C:9]1[CH:14]=[CH:13][CH:12]=[CH:11][C:10]=1[CH2:15][C:16]([O:18][CH3:19])=[O:17])[CH2:7][C:6]([OH:31])=[O:5])(=[O:30])(=[O:29])[NH2:21]. The catalyst class is: 137.